This data is from Forward reaction prediction with 1.9M reactions from USPTO patents (1976-2016). The task is: Predict the product of the given reaction. (1) Given the reactants C([O:4][CH2:5][CH2:6][O:7][C:8]1[C:12]([C:13]2[CH:18]=[CH:17][C:16]([CH3:19])=[CH:15][CH:14]=2)=[C:11]([NH2:20])[N:10]([CH3:21])[N:9]=1)(=O)C.[CH:22]([C:25]1[CH:26]=[CH:27][C:28]([S:31](Cl)(=[O:33])=[O:32])=[N:29][CH:30]=1)([CH3:24])[CH3:23].C(O)(=O)CC(CC(O)=O)(C(O)=O)O, predict the reaction product. The product is: [OH:4][CH2:5][CH2:6][O:7][C:8]1[C:12]([C:13]2[CH:14]=[CH:15][C:16]([CH3:19])=[CH:17][CH:18]=2)=[C:11]([NH:20][S:31]([C:28]2[CH:27]=[CH:26][C:25]([CH:22]([CH3:24])[CH3:23])=[CH:30][N:29]=2)(=[O:32])=[O:33])[N:10]([CH3:21])[N:9]=1. (2) Given the reactants [Cl:1][C:2]1[CH:8]=[CH:7][CH:6]=[C:5]([F:9])[C:3]=1[NH2:4].CO[C:12]1[CH2:17][CH:16]=[C:15]([CH3:18])[CH2:14][CH:13]=1.II, predict the reaction product. The product is: [Cl:1][C:2]1[CH:8]=[CH:7][CH:6]=[C:5]([F:9])[C:3]=1[NH:4][C:12]1[CH:17]=[CH:16][C:15]([CH3:18])=[CH:14][CH:13]=1. (3) Given the reactants [Br:1][C:2]1[CH:7]=[CH:6][N:5]2[C:8](=[O:11])[NH:9][N:10]=[C:4]2[C:3]=1[I:12].C(N(CC)C(C)C)(C)C.[CH3:22][O:23][CH2:24]Cl, predict the reaction product. The product is: [Br:1][C:2]1[CH:7]=[CH:6][N:5]2[C:8](=[O:11])[N:9]([CH2:22][O:23][CH3:24])[N:10]=[C:4]2[C:3]=1[I:12]. (4) Given the reactants [Cl:1][C:2]1[CH:3]=[CH:4][C:5]([O:27][CH2:28][CH:29]([CH3:31])[CH3:30])=[C:6]([CH2:8][N:9]2[C:13]([CH3:14])=[CH:12][C:11]([NH:15][C:16](=[O:26])[C:17]3[CH:22]=[CH:21][C:20]([CH:23]=O)=[C:19]([F:25])[CH:18]=3)=[N:10]2)[CH:7]=1.C(O)(=O)C.[CH:36]([NH2:39])([CH3:38])[CH3:37].C(O[BH-](OC(=O)C)OC(=O)C)(=O)C.[Na+], predict the reaction product. The product is: [ClH:1].[Cl:1][C:2]1[CH:3]=[CH:4][C:5]([O:27][CH2:28][CH:29]([CH3:31])[CH3:30])=[C:6]([CH2:8][N:9]2[C:13]([CH3:14])=[CH:12][C:11]([NH:15][C:16](=[O:26])[C:17]3[CH:22]=[CH:21][C:20]([CH2:23][NH:39][CH:36]([CH3:38])[CH3:37])=[C:19]([F:25])[CH:18]=3)=[N:10]2)[CH:7]=1. (5) Given the reactants [C:1]([C:3]1[C:4]([O:38][CH3:39])=[C:5]([CH2:13][N:14]([CH3:37])[C:15](=[O:36])[CH:16]([N:24]2[CH2:28][CH2:27][C@H:26]([NH:29][C:30](=[O:35])[C:31]([F:34])([F:33])[F:32])[CH2:25]2)[C:17]2[CH:22]=[CH:21][C:20]([F:23])=[CH:19][CH:18]=2)[C:6]2[C:11]([CH:12]=1)=[CH:10][CH:9]=[CH:8][CH:7]=2)#[N:2].[H-].[Na+].IC.[C:44]([O-])(O)=O.[Na+], predict the reaction product. The product is: [C:1]([C:3]1[C:4]([O:38][CH3:39])=[C:5]([CH2:13][N:14]([CH3:37])[C:15](=[O:36])[CH:16]([N:24]2[CH2:28][CH2:27][C@H:26]([N:29]([CH3:44])[C:30](=[O:35])[C:31]([F:34])([F:33])[F:32])[CH2:25]2)[C:17]2[CH:22]=[CH:21][C:20]([F:23])=[CH:19][CH:18]=2)[C:6]2[C:11]([CH:12]=1)=[CH:10][CH:9]=[CH:8][CH:7]=2)#[N:2]. (6) The product is: [CH3:8][O:9][C:10](=[O:60])[C@@H:11]([NH2:52])[C:12]1[CH:13]=[CH:14][C:15]([C:18]2[CH:23]=[CH:22][C:21]([C:24]([CH2:25][CH3:26])([C:29]3[CH:34]=[CH:33][C:32]([CH2:35][CH2:36][CH:37]([OH:42])[C:38]([CH3:39])([CH3:40])[CH3:41])=[C:31]([CH3:50])[CH:30]=3)[CH2:27][CH3:28])=[CH:20][C:19]=2[CH3:51])=[CH:16][CH:17]=1. Given the reactants FC(F)(F)C(O)=O.[CH3:8][O:9][C:10](=[O:60])[C@@H:11]([NH:52]C(OC(C)(C)C)=O)[C:12]1[CH:17]=[CH:16][C:15]([C:18]2[CH:23]=[CH:22][C:21]([C:24]([C:29]3[CH:34]=[CH:33][C:32]([CH2:35][CH2:36][CH:37]([O:42][Si](C(C)(C)C)(C)C)[C:38]([CH3:41])([CH3:40])[CH3:39])=[C:31]([CH3:50])[CH:30]=3)([CH2:27][CH3:28])[CH2:25][CH3:26])=[CH:20][C:19]=2[CH3:51])=[CH:14][CH:13]=1, predict the reaction product.